Dataset: CYP2C9 inhibition data for predicting drug metabolism from PubChem BioAssay. Task: Regression/Classification. Given a drug SMILES string, predict its absorption, distribution, metabolism, or excretion properties. Task type varies by dataset: regression for continuous measurements (e.g., permeability, clearance, half-life) or binary classification for categorical outcomes (e.g., BBB penetration, CYP inhibition). Dataset: cyp2c9_veith. (1) The molecule is COc1cccc(-c2cc(C(F)(F)F)nc(N3CCOCC3)n2)c1. The result is 1 (inhibitor). (2) The compound is O=S(=O)(Nc1ccc(Cc2ccncc2)cc1)c1cccs1. The result is 1 (inhibitor). (3) The drug is O=C(O)CCSCc1ccc(I)cc1. The result is 0 (non-inhibitor).